From a dataset of Reaction yield outcomes from USPTO patents with 853,638 reactions. Predict the reaction yield, written as a fraction of the theoretical maximum amount of product (1.0 means a 100% yield; for example, 0.34 means a 34% yield). The reactants are C[O:2][C:3](=[O:17])[CH:4]([O:6][C:7]1[CH:12]=[CH:11][C:10]([NH:13]C(=O)C)=[CH:9][CH:8]=1)[CH3:5]. The catalyst is Cl. The product is [NH2:13][C:10]1[CH:9]=[CH:8][C:7]([O:6][CH:4]([CH3:5])[C:3]([OH:17])=[O:2])=[CH:12][CH:11]=1. The yield is 0.817.